Dataset: Forward reaction prediction with 1.9M reactions from USPTO patents (1976-2016). Task: Predict the product of the given reaction. (1) Given the reactants [C:1]([O:9][CH2:10][CH3:11])(=[O:8])[CH2:2][C:3]([O:5][CH2:6][CH3:7])=[O:4].[Cl-].[Mg+2].[Cl-].[F:15][C:16]1[C:21]([F:22])=[CH:20][CH:19]=[CH:18][C:17]=1[C:23]1([C:29](O)=[O:30])[CH2:28][CH2:27][O:26][CH2:25][CH2:24]1.S(Cl)(Cl)(=O)=O.Cl, predict the reaction product. The product is: [F:15][C:16]1[C:21]([F:22])=[CH:20][CH:19]=[CH:18][C:17]=1[C:23]1([C:29]([CH:2]([C:3]([O:5][CH2:6][CH3:7])=[O:4])[C:1]([O:9][CH2:10][CH3:11])=[O:8])=[O:30])[CH2:28][CH2:27][O:26][CH2:25][CH2:24]1. (2) Given the reactants [NH2:1][C:2]1[CH:7]=[CH:6][C:5]([S:8]([NH2:11])(=[O:10])=[O:9])=[C:4]([F:12])[CH:3]=1.[N:13]([O-])=O.[Na+].[Sn](Cl)(Cl)(Cl)[Cl:18].[OH-].[Na+], predict the reaction product. The product is: [ClH:18].[F:12][C:4]1[CH:3]=[C:2]([NH:1][NH2:13])[CH:7]=[CH:6][C:5]=1[S:8]([NH2:11])(=[O:9])=[O:10]. (3) Given the reactants [I-].[C:2]([C:4]1[CH:13]=[C:12]2[C:7]([CH:8]=[CH:9][CH:10]=[N+:11]2[CH2:14][CH:15]=[CH2:16])=[CH:6][CH:5]=1)#[N:3].[OH-:17].[K+].O, predict the reaction product. The product is: [O:17]=[C:10]1[CH:9]=[CH:8][C:7]2[C:12](=[CH:13][C:4]([C:2]#[N:3])=[CH:5][CH:6]=2)[N:11]1[CH2:14][CH:15]=[CH2:16]. (4) Given the reactants [O:1]=[C:2]1[C:9]2[C:10]([C:13]([OH:15])=O)=[CH:11][O:12][C:8]=2[CH2:7][C:4]2(CC2)[CH2:3]1.[NH2:16][C:17]1[CH:22]=[CH:21][C:20]([N:23]2[CH2:28][CH2:27][N:26]([C:29](=[O:31])[CH3:30])[CH2:25][CH2:24]2)=[CH:19][C:18]=1[O:32][CH3:33].CN1C=C2C(C=CC(N)=C2)=N1.[CH2:45]([OH:47])C.C(OCC)(=[O:50])C, predict the reaction product. The product is: [C:29]([N:26]1[CH2:27][CH2:28][N:23]([C:20]2[CH:21]=[CH:22][C:17]([NH:16][C:13]([C:10]3[C:9]4[C:2](=[O:1])[C:3]5([CH2:4][O:47][CH2:45]5)[O:50][CH2:7][C:8]=4[O:12][CH:11]=3)=[O:15])=[C:18]([O:32][CH3:33])[CH:19]=2)[CH2:24][CH2:25]1)(=[O:31])[CH3:30]. (5) Given the reactants [C:1]([O:4][C@@H:5]1[C@@H:10]([O:11][C:12](=[O:14])[CH3:13])[C@H:9]([O:15][C:16](=[O:18])[CH3:17])[C@@H:8]([CH2:19][O:20][C:21](=[O:23])[CH3:22])[O:7][C@H:6]1[O:24][C:25]1[C:29]([CH2:30][C:31]2[CH:36]=[CH:35][C:34]([O:37][CH2:38]CCO)=[CH:33][CH:32]=2)=[C:28]([CH:42]([CH3:44])[CH3:43])[NH:27][N:26]=1)(=[O:3])[CH3:2].[CH3:45][C:46]([NH:51]S(C1C=CC=CC=1[N+]([O-])=O)(=O)=O)([CH3:50])[C:47]([NH2:49])=[O:48].[N+]([C:67]1C=CC=C[C:68]=1S(NCC(N)=O)(=O)=O)([O-])=O, predict the reaction product. The product is: [C:1]([O:4][C@@H:5]1[C@@H:10]([O:11][C:12](=[O:14])[CH3:13])[C@H:9]([O:15][C:16](=[O:18])[CH3:17])[C@@H:8]([CH2:19][O:20][C:21](=[O:23])[CH3:22])[O:7][C@H:6]1[O:24][C:25]1[C:29]([CH2:30][C:31]2[CH:36]=[CH:35][C:34]([O:37][CH2:38][CH2:67][CH2:68][NH:51][C:46]([C:47](=[O:48])[NH2:49])([CH3:45])[CH3:50])=[CH:33][CH:32]=2)=[C:28]([CH:42]([CH3:43])[CH3:44])[NH:27][N:26]=1)(=[O:3])[CH3:2].